Dataset: Catalyst prediction with 721,799 reactions and 888 catalyst types from USPTO. Task: Predict which catalyst facilitates the given reaction. (1) Reactant: C(OC(=O)C)(=O)C.[CH:8]([OH:10])=O.[NH2:11][C:12]1[CH:13]=[C:14]([C@@H:26]([OH:29])[CH2:27][Br:28])[CH:15]=[CH:16][C:17]=1[O:18][CH2:19][C:20]1[CH:25]=[CH:24][CH:23]=[CH:22][CH:21]=1.C(OC(=O)C)(=O)C.C(O)=O. Product: [CH2:19]([O:18][C:17]1[CH:16]=[CH:15][C:14]([C@@H:26]([OH:29])[CH2:27][Br:28])=[CH:13][C:12]=1[NH:11][CH:8]=[O:10])[C:20]1[CH:21]=[CH:22][CH:23]=[CH:24][CH:25]=1. The catalyst class is: 7. (2) Reactant: [Br:1][C:2]1[CH:3]=[CH:4][C:5]([C:8]([OH:10])=O)=[N:6][CH:7]=1.[F:11][C:12]1[CH:18]=[CH:17][C:15]([NH2:16])=[CH:14][CH:13]=1.F[B-](F)(F)F.N1(OC(N(C)C)=[N+](C)C)C2C=CC=CC=2N=N1.C(N(CC)CC)C. Product: [Br:1][C:2]1[CH:3]=[CH:4][C:5]([C:8]([NH:16][C:15]2[CH:17]=[CH:18][C:12]([F:11])=[CH:13][CH:14]=2)=[O:10])=[N:6][CH:7]=1. The catalyst class is: 7. (3) Reactant: [Br:1][C:2]1[CH:3]=[C:4]([NH2:13])[C:5]2[N:6]([C:8]([CH3:12])=[C:9]([CH3:11])[N:10]=2)[CH:7]=1.C[Si]([N-][Si](C)(C)C)(C)C.[Na+].[C:24]([O:28][C:29](O[C:29]([O:28][C:24]([CH3:27])([CH3:26])[CH3:25])=[O:30])=[O:30])([CH3:27])([CH3:26])[CH3:25]. Product: [Br:1][C:2]1[CH:3]=[C:4]([NH:13][C:29](=[O:30])[O:28][C:24]([CH3:27])([CH3:26])[CH3:25])[C:5]2[N:6]([C:8]([CH3:12])=[C:9]([CH3:11])[N:10]=2)[CH:7]=1. The catalyst class is: 7. (4) Reactant: [O-]CC.[Na+].C(O)C.[CH2:8]([N:15]([CH2:25][C:26]([O:28][CH2:29][CH3:30])=[O:27])[CH2:16][CH2:17][CH2:18][CH2:19][C:20]([O:22][CH2:23][CH3:24])=[O:21])[C:9]1[CH:14]=[CH:13][CH:12]=[CH:11][CH:10]=1. Product: [CH2:8]([N:15]1[CH2:16][CH2:17][CH2:18][CH:19]([C:20]([O:22][CH2:23][CH3:24])=[O:21])[C:26](=[O:28])[CH2:25]1)[C:9]1[CH:14]=[CH:13][CH:12]=[CH:11][CH:10]=1.[CH2:8]([N:15]1[CH2:16][CH2:17][CH2:18][CH2:19][C:20](=[O:21])[CH:25]1[C:26]([O:28][CH2:29][CH3:30])=[O:27])[C:9]1[CH:14]=[CH:13][CH:12]=[CH:11][CH:10]=1. The catalyst class is: 11. (5) Reactant: C[C@H](N)[C@H](O)C1C=CC=CC=1.N[C@@H](C)[C@@H](C1C=CC=CC=1)O.[CH3:23][O:24]/[N:25]=[C:26](\[CH3:37])/[CH2:27][C:28]1[C:33]([Cl:34])=[CH:32][C:31]([Cl:35])=[CH:30][C:29]=1[Cl:36]. Product: [CH3:23][O:24][NH:25][C@@H:26]([CH3:37])[CH2:27][C:28]1[C:29]([Cl:36])=[CH:30][C:31]([Cl:35])=[CH:32][C:33]=1[Cl:34]. The catalyst class is: 7. (6) Reactant: [CH:1]1([C:4]([N:6]2[CH2:10][CH2:9][C@@H:8]([CH2:11][NH:12][C:13]3[CH:18]=[CH:17][N:16]=[CH:15][C:14]=3[NH2:19])[CH2:7]2)=[O:5])[CH2:3][CH2:2]1.[NH:20]1[C:28]2[C:23](=[CH:24][CH:25]=[C:26]([C:29]3[CH:36]=[CH:35][C:32]([CH:33]=O)=[CH:31][CH:30]=3)[CH:27]=2)[CH:22]=[N:21]1. Product: [CH:1]1([C:4]([N:6]2[CH2:10][CH2:9][C@@H:8]([CH2:11][N:12]3[C:13]4[CH:18]=[CH:17][N:16]=[CH:15][C:14]=4[N:19]=[C:33]3[C:32]3[CH:31]=[CH:30][C:29]([C:26]4[CH:27]=[C:28]5[C:23]([CH:22]=[N:21][NH:20]5)=[CH:24][CH:25]=4)=[CH:36][CH:35]=3)[CH2:7]2)=[O:5])[CH2:3][CH2:2]1. The catalyst class is: 60. (7) Reactant: [CH:1]1([CH2:4][N:5]2[CH2:10][CH2:9][N:8]([C:11]3[N:16]=[CH:15][C:14]([C:17]4[CH:24]=[CH:23][C:20]([C:21]#N)=[CH:19][CH:18]=4)=[CH:13][CH:12]=3)[CH2:7][CH2:6]2)[CH2:3][CH2:2]1.CC(C[AlH]CC(C)C)C.C[OH:35].[OH-].[Na+]. Product: [CH:1]1([CH2:4][N:5]2[CH2:10][CH2:9][N:8]([C:11]3[N:16]=[CH:15][C:14]([C:17]4[CH:24]=[CH:23][C:20]([CH:21]=[O:35])=[CH:19][CH:18]=4)=[CH:13][CH:12]=3)[CH2:7][CH2:6]2)[CH2:3][CH2:2]1. The catalyst class is: 20.